This data is from Forward reaction prediction with 1.9M reactions from USPTO patents (1976-2016). The task is: Predict the product of the given reaction. Given the reactants Br[C:2]1[CH:3]=[C:4]2[C:9](=[CH:10][CH:11]=1)[N:8]=[C:7](Cl)[CH:6]=[CH:5]2.C[NH:14]C1C=CC=CC=1, predict the reaction product. The product is: [NH2:14][C:7]1[CH:6]=[CH:5][C:4]2[C:9](=[CH:10][CH:11]=[CH:2][CH:3]=2)[N:8]=1.